Dataset: Forward reaction prediction with 1.9M reactions from USPTO patents (1976-2016). Task: Predict the product of the given reaction. (1) Given the reactants [CH3:1][O:2][C:3]1[CH:8]=[CH:7][CH:6]=[CH:5][C:4]=1[N:9]1[CH2:14][CH2:13][NH:12][CH2:11][CH2:10]1.Br[CH2:16][CH2:17][CH2:18][C:19]([O:21][CH2:22][CH3:23])=[O:20].C([O-])([O-])=O.[K+].[K+], predict the reaction product. The product is: [CH3:1][O:2][C:3]1[CH:8]=[CH:7][CH:6]=[CH:5][C:4]=1[N:9]1[CH2:14][CH2:13][N:12]([CH2:16][CH2:17][CH2:18][C:19]([O:21][CH2:22][CH3:23])=[O:20])[CH2:11][CH2:10]1. (2) Given the reactants C(OC[N:9]1[C:13]2[N:14]=[C:15]([NH:28][C:29]3[CH:30]=[N:31][C:32]([N:35]([CH2:37][CH2:38][O:39][CH3:40])[CH3:36])=[CH:33][CH:34]=3)[N:16]=[C:17]([O:18][C:19]3[CH:24]=[CH:23][CH:22]=[C:21]([N+:25]([O-:27])=[O:26])[CH:20]=3)[C:12]=2[CH:11]=[CH:10]1)(=O)C(C)(C)C.CO.[OH-].[Na+].C1COCC1, predict the reaction product. The product is: [CH3:40][O:39][CH2:38][CH2:37][N:35]([CH3:36])[C:32]1[CH:33]=[CH:34][C:29]([NH:28][C:15]2[N:16]=[C:17]([O:18][C:19]3[CH:24]=[CH:23][CH:22]=[C:21]([N+:25]([O-:27])=[O:26])[CH:20]=3)[C:12]3[CH:11]=[CH:10][NH:9][C:13]=3[N:14]=2)=[CH:30][N:31]=1. (3) Given the reactants [OH:1][C@@H:2]1[C@H:6]2[N:7](C(OCC3C=CC=CC=3)=O)[CH2:8][C@@H:9]([CH3:10])[C@H:5]2[O:4][CH2:3]1.[H][H], predict the reaction product. The product is: [CH3:10][C@H:9]1[CH2:8][NH:7][C@@H:6]2[C@@H:2]([OH:1])[CH2:3][O:4][C@H:5]12.